This data is from Forward reaction prediction with 1.9M reactions from USPTO patents (1976-2016). The task is: Predict the product of the given reaction. (1) Given the reactants [C:1]([O:5][C:6]([NH:8][CH:9]([CH2:14][CH:15]([C:19]1[CH:24]=[CH:23][CH:22]=[C:21]([Cl:25])[CH:20]=1)[C:16](=O)[CH3:17])[C:10]([O:12]C)=O)=[O:7])([CH3:4])([CH3:3])[CH3:2].[F:26][C:27]([F:31])([F:30])[CH2:28][NH2:29].C(O)(=O)C.C(O[BH-](OC(=O)C)OC(=O)C)(=O)C.[Na+].C(=O)([O-])[O-].[K+].[K+], predict the reaction product. The product is: [Cl:25][C:21]1[CH:20]=[C:19]([C@H:15]2[C@@H:16]([CH3:17])[N:29]([CH2:28][C:27]([F:31])([F:30])[F:26])[C:10](=[O:12])[C@@H:9]([NH:8][C:6](=[O:7])[O:5][C:1]([CH3:2])([CH3:3])[CH3:4])[CH2:14]2)[CH:24]=[CH:23][CH:22]=1. (2) Given the reactants C(OC([N:8]1[CH2:13][CH2:12][C@@H:11]([C:14]2[CH:19]=[CH:18][N:17]([CH3:20])[C:16](=[O:21])[CH:15]=2)[C@H:10]([C:22]2[CH:27]=[CH:26][C:25]([C:28]3[CH:33]=[CH:32][CH:31]=[CH:30][C:29]=3[CH2:34][CH2:35][NH:36][C:37](=[O:39])[CH3:38])=[CH:24][C:23]=2[Cl:40])[CH2:9]1)=O)(C)(C)C.C(Cl)Cl, predict the reaction product. The product is: [Cl:40][C:23]1[CH:24]=[C:25]([C:28]2[CH:33]=[CH:32][CH:31]=[CH:30][C:29]=2[CH2:34][CH2:35][NH:36][C:37](=[O:39])[CH3:38])[CH:26]=[CH:27][C:22]=1[C@H:10]1[C@H:11]([C:14]2[CH:19]=[CH:18][N:17]([CH3:20])[C:16](=[O:21])[CH:15]=2)[CH2:12][CH2:13][NH:8][CH2:9]1. (3) Given the reactants C[O:2][C:3]([C@@H:5]1[CH2:9][C@@H:8]([O:10][C:11]2[C:20]3[C:15](=[CH:16][C:17]([O:21][CH3:22])=[CH:18][CH:19]=3)[N:14]=[C:13]([C:23]3[N:24]=[C:25]([NH:28][CH:29]([CH3:31])[CH3:30])[S:26][CH:27]=3)[CH:12]=2)[CH2:7][N:6]1[C:32](=[O:45])[C@@H:33]([NH:37][C:38]([O:40][C:41]([CH3:44])([CH3:43])[CH3:42])=[O:39])[CH:34]([CH3:36])[CH3:35])=[O:4].CO.O.O[Li].O, predict the reaction product. The product is: [C:41]([O:40][C:38]([NH:37][C@@H:33]([CH:34]([CH3:36])[CH3:35])[C:32]([N:6]1[CH2:7][C@H:8]([O:10][C:11]2[C:20]3[C:15](=[CH:16][C:17]([O:21][CH3:22])=[CH:18][CH:19]=3)[N:14]=[C:13]([C:23]3[N:24]=[C:25]([NH:28][CH:29]([CH3:31])[CH3:30])[S:26][CH:27]=3)[CH:12]=2)[CH2:9][C@H:5]1[C:3]([OH:4])=[O:2])=[O:45])=[O:39])([CH3:42])([CH3:43])[CH3:44]. (4) Given the reactants [CH3:1][N:2]1[C:14]2[C:13]3[N:12]=[C:11]([S:15]([CH3:18])(=O)=O)[N:10]=[CH:9][C:8]=3[CH2:7][CH2:6][C:5]=2[C:4]([C:19]([O:21][CH2:22][CH3:23])=[O:20])=[N:3]1.[CH:24]1[CH:29]=[CH:28]C(S)=[CH:26][CH:25]=1.[OH-:31].[Na+].Cl, predict the reaction product. The product is: [CH3:1][N:2]1[C:14]2[C:13]3[N:12]=[C:11]([S:15][C:18]4[CH:28]=[CH:29][CH:24]=[CH:25][CH:26]=4)[N:10]=[CH:9][C:8]=3[CH2:7][CH2:6][C:5]=2[C:4]([C:19]([O:21][CH2:22][CH3:23])=[O:20])=[N:3]1.[CH2:29]([O:31][C:11]1[N:10]=[CH:9][C:8]2[CH2:7][CH2:6][C:5]3[C:4]([C:19]([O:21][CH2:22][CH3:23])=[O:20])=[N:3][N:2]([CH3:1])[C:14]=3[C:13]=2[N:12]=1)[CH3:24]. (5) Given the reactants [I:1][C:2]1[CH:8]=[CH:7][C:5]([NH2:6])=[CH:4][CH:3]=1.Cl[C:10]1[N:15]=[C:14]([O:16][CH3:17])[CH:13]=[C:12]([O:18][CH3:19])[N:11]=1.[H-].[Na+], predict the reaction product. The product is: [I:1][C:2]1[CH:8]=[CH:7][C:5]([NH:6][C:10]2[N:15]=[C:14]([O:16][CH3:17])[CH:13]=[C:12]([O:18][CH3:19])[N:11]=2)=[CH:4][CH:3]=1. (6) Given the reactants Cl[C:2]1[CH:7]=[CH:6][C:5]([F:8])=[CH:4][N:3]=1.O.[NH2:10][NH2:11], predict the reaction product. The product is: [F:8][C:5]1[CH:6]=[CH:7][C:2]([NH:10][NH2:11])=[N:3][CH:4]=1. (7) Given the reactants [NH2:1][C:2]1[CH:3]=[C:4]([CH:32]=[CH:33][CH:34]=1)[CH2:5][N:6]1[CH:10]=[CH:9][C:8]([NH:11][C:12](=[O:31])[C@@H:13]([C:20]2[CH:25]=[CH:24][C:23]([S:26]([CH3:29])(=[O:28])=[O:27])=[C:22]([Cl:30])[CH:21]=2)[CH2:14][CH:15]2[CH2:19][CH2:18][CH2:17][CH2:16]2)=[N:7]1.CN1CCOCC1.[C:42](Cl)(=[O:45])[CH2:43][CH3:44], predict the reaction product. The product is: [Cl:30][C:22]1[CH:21]=[C:20]([C@@H:13]([CH2:14][CH:15]2[CH2:19][CH2:18][CH2:17][CH2:16]2)[C:12]([NH:11][C:8]2[CH:9]=[CH:10][N:6]([CH2:5][C:4]3[CH:32]=[CH:33][CH:34]=[C:2]([NH:1][C:42](=[O:45])[CH2:43][CH3:44])[CH:3]=3)[N:7]=2)=[O:31])[CH:25]=[CH:24][C:23]=1[S:26]([CH3:29])(=[O:28])=[O:27]. (8) Given the reactants [F:1][C:2]1[CH:3]=[CH:4][C:5]([C:8]2[C:12]([CH2:13][NH:14][C:15]3[CH:19]=[C:18]([C:20]([OH:22])=O)[N:17]([CH3:23])[N:16]=3)=[C:11]([CH3:24])[O:10][N:9]=2)=[N:6][CH:7]=1.[NH2:25][CH2:26][CH:27]1[CH2:29][CH2:28]1, predict the reaction product. The product is: [CH:27]1([CH2:26][NH:25][C:20]([C:18]2[N:17]([CH3:23])[N:16]=[C:15]([NH:14][CH2:13][C:12]3[C:8]([C:5]4[CH:4]=[CH:3][C:2]([F:1])=[CH:7][N:6]=4)=[N:9][O:10][C:11]=3[CH3:24])[CH:19]=2)=[O:22])[CH2:29][CH2:28]1. (9) Given the reactants [CH2:1]1C[C@H]2N(C[C@@H]3[C@@H]4CCCCN4C[C@H]2C3)CC1.C[Li].[C:20]([N:24]1[C:28](=[O:29])[C:27](=[CH:30][CH3:31])[NH:26][C:25]1=[S:32])([CH3:23])([CH3:22])[CH3:21].Cl, predict the reaction product. The product is: [C:20]([N:24]1[C:28](=[O:29])[CH:27]([CH:30]([CH3:1])[CH3:31])[NH:26][C:25]1=[S:32])([CH3:23])([CH3:22])[CH3:21].